Dataset: Catalyst prediction with 721,799 reactions and 888 catalyst types from USPTO. Task: Predict which catalyst facilitates the given reaction. (1) Product: [C:14]1([S:11]([C@@H:9]2[CH2:10][C@@H:6]([C:4]([OH:5])=[O:3])[C@H:7]([C:20]([N:22]3[CH2:27][CH2:26][O:25][CH2:24][CH2:23]3)=[O:21])[CH2:8]2)(=[O:13])=[O:12])[CH:15]=[CH:16][CH:17]=[CH:18][CH:19]=1. The catalyst class is: 278. Reactant: C([O:3][C:4]([C@@H:6]1[CH2:10][C@@H:9]([S:11]([C:14]2[CH:19]=[CH:18][CH:17]=[CH:16][CH:15]=2)(=[O:13])=[O:12])[CH2:8][C@H:7]1[C:20]([N:22]1[CH2:27][CH2:26][O:25][CH2:24][CH2:23]1)=[O:21])=[O:5])C.[Li+].[OH-]. (2) Reactant: N([O-])=O.[Na+].[CH3:5][O:6][C:7]1[CH:8]=[C:9]([C:15]2[CH:20]=[CH:19][CH:18]=[C:17]([C:21]([F:24])([F:23])[F:22])[CH:16]=2)[CH:10]=[C:11]([CH3:14])[C:12]=1N.[I-:25].[K+]. Product: [I:25][C:12]1[C:11]([CH3:14])=[CH:10][C:9]([C:15]2[CH:20]=[CH:19][CH:18]=[C:17]([C:21]([F:24])([F:23])[F:22])[CH:16]=2)=[CH:8][C:7]=1[O:6][CH3:5]. The catalyst class is: 223. (3) Reactant: [NH2:1][CH:2]1[CH2:7][CH2:6][CH:5]([NH:8][C:9]2[N:17]=[C:16]3[C:12]([N:13]=[CH:14][N:15]3[CH:18]3[CH2:22][CH2:21][CH2:20][CH2:19]3)=[C:11]([NH:23][CH2:24][C:25]3[CH:30]=[CH:29][C:28](Br)=[CH:27][CH:26]=3)[N:10]=2)[CH2:4][CH2:3]1.[F:32][C:33]1[CH:34]=[C:35](B(O)O)[CH:36]=[CH:37][CH:38]=1.C1(P(C2C=CC=CC=2)C2C=CC=CC=2)C=CC=CC=1.C(=O)([O-])[O-].[Na+].[Na+]. Product: [NH2:1][CH:2]1[CH2:7][CH2:6][CH:5]([NH:8][C:9]2[N:17]=[C:16]3[C:12]([N:13]=[CH:14][N:15]3[CH:18]3[CH2:22][CH2:21][CH2:20][CH2:19]3)=[C:11]([NH:23][CH2:24][C:25]3[CH:30]=[CH:29][C:28]([C:37]4[CH:36]=[CH:35][CH:34]=[C:33]([F:32])[CH:38]=4)=[CH:27][CH:26]=3)[N:10]=2)[CH2:4][CH2:3]1. The catalyst class is: 149. (4) Reactant: [Cl:1][C:2]1[CH:7]=[CH:6][N:5]=[C:4]2[CH:8]=[C:9]([C:11]3[S:12][C:13]([C:17](Cl)=[O:18])=[C:14]([CH3:16])[N:15]=3)[S:10][C:3]=12.[CH3:20][N:21]1[CH2:26][CH2:25][NH:24][CH2:23][CH2:22]1. Product: [Cl:1][C:2]1[CH:7]=[CH:6][N:5]=[C:4]2[CH:8]=[C:9]([C:11]3[S:12][C:13]([C:17]([N:24]4[CH2:25][CH2:26][N:21]([CH3:20])[CH2:22][CH2:23]4)=[O:18])=[C:14]([CH3:16])[N:15]=3)[S:10][C:3]=12. The catalyst class is: 4.